Regression/Classification. Given a drug SMILES string, predict its toxicity properties. Task type varies by dataset: regression for continuous values (e.g., LD50, hERG inhibition percentage) or binary classification for toxic/non-toxic outcomes (e.g., AMES mutagenicity, cardiotoxicity, hepatotoxicity). Dataset: ames. From a dataset of Ames mutagenicity test results for genotoxicity prediction. (1) The drug is O=C(OCc1ccc([N+](=O)[O-])cc1)c1ccccc1. The result is 1 (mutagenic). (2) The compound is O=[N+]([O-])c1c2ccccc2cc2c3c(ccc12)C(O)C(O)C=C3. The result is 1 (mutagenic). (3) The drug is O=Cc1cccc(-c2ccccc2)c1. The result is 0 (non-mutagenic). (4) The drug is CC(=O)[C@@H](C)O. The result is 0 (non-mutagenic).